Dataset: Reaction yield outcomes from USPTO patents with 853,638 reactions. Task: Predict the reaction yield, written as a fraction of the theoretical maximum amount of product (1.0 means a 100% yield; for example, 0.34 means a 34% yield). The reactants are O[C:2]1[C:11](O)=[CH:10][C:9]2[C:4](=[CH:5][CH:6]=[CH:7][CH:8]=2)[CH:3]=1.[CH3:13][C:14]1[C:19]([CH3:20])=[CH:18][C:17]([NH2:21])=[C:16]([NH2:22])[CH:15]=1.CN(C)C1C=CC=CC=1.C(Cl)Cl. The catalyst is C1(C)C=CC=CC=1.CCCCCCC. The product is [CH3:13][C:14]1[C:19]([CH3:20])=[CH:18][C:17]2[NH:21][C:2]3[CH:3]=[C:4]4[CH:5]=[CH:6][CH:7]=[CH:8][C:9]4=[CH:10][C:11]=3[NH:22][C:16]=2[CH:15]=1. The yield is 0.330.